Dataset: Forward reaction prediction with 1.9M reactions from USPTO patents (1976-2016). Task: Predict the product of the given reaction. (1) Given the reactants Cl[C:2]1[C:3]2[CH:13]=[CH:12][C:11](=[O:14])[N:10]([C:15]3[C:20]([F:21])=[CH:19][CH:18]=[CH:17][C:16]=3[F:22])[C:4]=2[N:5]=[C:6]([S:8][CH3:9])[N:7]=1.[CH3:23][C:24]1[CH:32]=[CH:31][C:27]([C:28]([OH:30])=[O:29])=[CH:26][C:25]=1B1OC(C)(C)C(C)(C)O1.C([O-])([O-])=O.[K+].[K+], predict the reaction product. The product is: [F:22][C:16]1[CH:17]=[CH:18][CH:19]=[C:20]([F:21])[C:15]=1[N:10]1[C:4]2[N:5]=[C:6]([S:8][CH3:9])[N:7]=[C:2]([C:25]3[CH:26]=[C:27]([CH:31]=[CH:32][C:24]=3[CH3:23])[C:28]([OH:30])=[O:29])[C:3]=2[CH:13]=[CH:12][C:11]1=[O:14]. (2) Given the reactants [OH:1][C@@H:2]([C@H:4]1[C:35](=[O:36])[N:6]2[C:7]([C:22]([O:24][CH2:25][C:26]3[CH:31]=[CH:30][C:29]([N+:32]([O-:34])=[O:33])=[CH:28][CH:27]=3)=[O:23])=[C:8]([C:11]3[S:15][C:14]4=[C:16](SC)[N:17]=[C:18]([CH3:19])[N:13]4[CH:12]=3)[C@H:9]([CH3:10])[C@H:5]12)[CH3:3].O[O:38][S:39]([O-:41])=O.[K+].[C:43](=O)([O-])O.[Na+], predict the reaction product. The product is: [OH:1][C@@H:2]([C@H:4]1[C:35](=[O:36])[N:6]2[C:7]([C:22]([O:24][CH2:25][C:26]3[CH:31]=[CH:30][C:29]([N+:32]([O-:34])=[O:33])=[CH:28][CH:27]=3)=[O:23])=[C:8]([C:11]3[S:15][C:14]4=[C:16]([S:39]([CH3:43])(=[O:41])=[O:38])[N:17]=[C:18]([CH3:19])[N:13]4[CH:12]=3)[C@H:9]([CH3:10])[C@H:5]12)[CH3:3]. (3) Given the reactants [CH2:1]([C:8]1[CH:9]=[N:10][C:11]2[C:16]([C:17]=1[C:18]1[CH:19]=[C:20]([NH2:24])[CH:21]=[CH:22][CH:23]=1)=[CH:15][CH:14]=[CH:13][C:12]=2[C:25]([F:28])([F:27])[F:26])[C:2]1[CH:7]=[CH:6][CH:5]=[CH:4][CH:3]=1.[C:29]1([CH:39]=O)[C:38]2[C:33](=[CH:34][CH:35]=[CH:36][CH:37]=2)[CH:32]=[CH:31][CH:30]=1, predict the reaction product. The product is: [CH2:1]([C:8]1[CH:9]=[N:10][C:11]2[C:16]([C:17]=1[C:18]1[CH:19]=[C:20]([NH:24][CH2:39][C:29]3[C:38]4[C:33](=[CH:34][CH:35]=[CH:36][CH:37]=4)[CH:32]=[CH:31][CH:30]=3)[CH:21]=[CH:22][CH:23]=1)=[CH:15][CH:14]=[CH:13][C:12]=2[C:25]([F:28])([F:26])[F:27])[C:2]1[CH:3]=[CH:4][CH:5]=[CH:6][CH:7]=1. (4) Given the reactants [CH2:1]([N:5]1[C:13]2[C:8](=[C:9]([N:17]([CH3:22])[S:18]([CH3:21])(=[O:20])=[O:19])[CH:10]=[C:11]([C:14]([OH:16])=O)[CH:12]=2)[CH:7]=[CH:6]1)[CH2:2][CH2:3][CH3:4].C1C=CC2N(O)N=NC=2C=1.CN(C(ON1N=NC2C=CC=NC1=2)=[N+](C)C)C.F[P-](F)(F)(F)(F)F.[NH2:57][C@@H:58]([CH2:72][C:73]1[CH:78]=[C:77]([F:79])[CH:76]=[C:75]([F:80])[CH:74]=1)[C@H:59]([OH:71])[CH2:60][NH:61][CH2:62][C:63]1[CH:68]=[CH:67][CH:66]=[C:65]([CH2:69][CH3:70])[CH:64]=1, predict the reaction product. The product is: [CH2:1]([N:5]1[C:13]2[C:8](=[C:9]([N:17]([CH3:22])[S:18]([CH3:21])(=[O:20])=[O:19])[CH:10]=[C:11]([C:14]([NH:57][C@@H:58]([CH2:72][C:73]3[CH:74]=[C:75]([F:80])[CH:76]=[C:77]([F:79])[CH:78]=3)[C@H:59]([OH:71])[CH2:60][NH:61][CH2:62][C:63]3[CH:68]=[CH:67][CH:66]=[C:65]([CH2:69][CH3:70])[CH:64]=3)=[O:16])[CH:12]=2)[CH:7]=[CH:6]1)[CH2:2][CH2:3][CH3:4]. (5) Given the reactants [CH:1]1([C@:4]2([OH:12])[CH2:8][CH2:7][NH:6][C@H:5]2[CH:9]([CH3:11])C)CC1.F[C:14]1[CH:21]=[CH:20][C:17]([C:18]#[N:19])=[C:16]([C:22]([F:25])([F:24])[F:23])[CH:15]=1.C(=O)([O-])[O-].[Li+].[Li+], predict the reaction product. The product is: [CH2:9]([C@H:5]1[C@:4]([OH:12])([CH3:1])[CH2:8][CH2:7][N:6]1[C:14]1[CH:21]=[CH:20][C:17]([C:18]#[N:19])=[C:16]([C:22]([F:23])([F:25])[F:24])[CH:15]=1)[CH3:11].